Predict the reactants needed to synthesize the given product. From a dataset of Full USPTO retrosynthesis dataset with 1.9M reactions from patents (1976-2016). (1) Given the product [CH2:20]([NH:18][C:15]1[CH:16]=[CH:17][C:12]([S:9]([NH:8][C:6]2[N:5]=[C:4]([CH3:19])[CH:3]=[C:2]([CH3:1])[N:7]=2)(=[O:11])=[O:10])=[CH:13][CH:14]=1)[C:21]1[CH:26]=[CH:25][CH:24]=[CH:23][CH:22]=1, predict the reactants needed to synthesize it. The reactants are: [CH3:1][C:2]1[CH:3]=[C:4]([CH3:19])[N:5]=[C:6]([NH:8][S:9]([C:12]2[CH:13]=[CH:14][C:15]([NH2:18])=[CH:16][CH:17]=2)(=[O:11])=[O:10])[N:7]=1.[CH2:20](Br)[C:21]1[CH:26]=[CH:25][CH:24]=[CH:23][CH:22]=1.C(=O)([O-])[O-].[Cs+].[Cs+]. (2) Given the product [NH2:28][C@H:24]1[CH2:25][CH2:26][CH2:27][N:22]([C:21]2[CH:20]=[CH:19][N:18]=[CH:17][C:16]=2[NH:15][C:13]([C:10]2[N:9]=[C:8]3[C:4]([CH:1]4[CH2:2][CH2:3]4)=[CH:5][S:6][C:7]3=[CH:12][CH:11]=2)=[O:14])[CH2:23]1, predict the reactants needed to synthesize it. The reactants are: [CH:1]1([C:4]2[C:8]3=[N:9][C:10]([C:13]([NH:15][C:16]4[CH:17]=[N:18][CH:19]=[CH:20][C:21]=4[N:22]4[CH2:27][CH2:26][CH2:25][C@H:24]([NH:28]C(=O)OC(C)(C)C)[CH2:23]4)=[O:14])=[CH:11][CH:12]=[C:7]3[S:6][CH:5]=2)[CH2:3][CH2:2]1.C(O)(C(F)(F)F)=O.N.